From a dataset of Reaction yield outcomes from USPTO patents with 853,638 reactions. Predict the reaction yield, written as a fraction of the theoretical maximum amount of product (1.0 means a 100% yield; for example, 0.34 means a 34% yield). The product is [NH:3]1[C:4]2[CH:9]=[CH:8][CH:7]=[CH:6][C:5]=2[N:1]=[C:2]1[C:10]1[C:14]([NH:15][C:17]([C:19]([CH3:26])([CH3:25])[CH2:20][O:21][C:22](=[O:24])[CH3:23])=[O:18])=[CH:13][NH:12][N:11]=1. The yield is 0.480. No catalyst specified. The reactants are [NH:1]1[C:5]2[CH:6]=[CH:7][CH:8]=[CH:9][C:4]=2[N:3]=[C:2]1[C:10]1[C:14]([NH2:15])=[CH:13][NH:12][N:11]=1.Cl[C:17]([C:19]([CH3:26])([CH3:25])[CH2:20][O:21][C:22](=[O:24])[CH3:23])=[O:18].N1C2C=CC=CC=2N=C1C1C(NC(=O)C(C)C)=CNN=1.